Task: Regression. Given a peptide amino acid sequence and an MHC pseudo amino acid sequence, predict their binding affinity value. This is MHC class I binding data.. Dataset: Peptide-MHC class I binding affinity with 185,985 pairs from IEDB/IMGT The peptide sequence is MKMKKKTWL. The MHC is HLA-B08:01 with pseudo-sequence HLA-B08:01. The binding affinity (normalized) is 0.617.